Predict the product of the given reaction. From a dataset of Forward reaction prediction with 1.9M reactions from USPTO patents (1976-2016). (1) Given the reactants C[O:2][C:3](=O)[CH:4]([NH:9][C:10]([C:12]1[C:13]2[CH2:14][C@@H:15]3[CH2:27][C@@H:16]3[C:17]=2[N:18]([C:20]2[CH:25]=[C:24]([Cl:26])[CH:23]=[CH:22][N:21]=2)[N:19]=1)=[O:11])[C:5]([F:8])([CH3:7])[CH3:6].[BH4-].[Na+].Cl, predict the reaction product. The product is: [F:8][C:5]([CH3:7])([CH3:6])[CH:4]([NH:9][C:10]([C:12]1[C:13]2[CH2:14][C@@H:15]3[CH2:27][C@@H:16]3[C:17]=2[N:18]([C:20]2[CH:25]=[C:24]([Cl:26])[CH:23]=[CH:22][N:21]=2)[N:19]=1)=[O:11])[CH2:3][OH:2]. (2) Given the reactants [CH2:1](O)[C:2]1[CH:10]=[CH:9][C:8]2[O:7][CH2:6][O:5][C:4]=2[CH:3]=1.C(N(CC)CC)C.S(Cl)([Cl:21])=O, predict the reaction product. The product is: [Cl:21][CH2:1][C:2]1[CH:10]=[CH:9][C:8]2[O:7][CH2:6][O:5][C:4]=2[CH:3]=1. (3) The product is: [CH3:4][O:3][N:2]([CH3:1])[C:10]([CH:8]1[CH2:7][C:6](=[O:5])[CH2:9]1)=[O:12]. Given the reactants [CH3:1][NH:2][O:3][CH3:4].[O:5]=[C:6]1[CH2:9][CH:8]([C:10]([OH:12])=O)[CH2:7]1, predict the reaction product. (4) Given the reactants [CH:1]([C:3]1[N:8]=[N:7][C:6]2[S:9][CH2:10][CH2:11][O:12][C:5]=2[CH:4]=1)=C.I([O-])(=O)(=O)=[O:14].[Na+].C(=O)(O)[O-].[Na+], predict the reaction product. The product is: [N:7]1[C:6]2[S:9][CH2:10][CH2:11][O:12][C:5]=2[CH:4]=[C:3]([CH:1]=[O:14])[N:8]=1. (5) Given the reactants C[O:2][C:3]([C:5]1[CH:6]=[CH:7][C:8]2[CH:12]=[C:11]([CH3:13])[S:10][C:9]=2[CH:14]=1)=[O:4].[OH-].[Na+].Cl, predict the reaction product. The product is: [CH3:13][C:11]1[S:10][C:9]2[CH:14]=[C:5]([C:3]([OH:4])=[O:2])[CH:6]=[CH:7][C:8]=2[CH:12]=1.